Predict which catalyst facilitates the given reaction. From a dataset of Catalyst prediction with 721,799 reactions and 888 catalyst types from USPTO. (1) Reactant: [CH3:1][O:2][C:3]1[N:4]=[N:5][C:6]([C:9]#[C:10][C:11]2[CH:16]=[CH:15][CH:14]=[CH:13][CH:12]=2)=[CH:7][CH:8]=1.[OH:17]S(O)(=O)=O. Product: [CH3:1][O:2][C:3]1[N:4]=[N:5][C:6]([CH2:9][C:10]([C:11]2[CH:16]=[CH:15][CH:14]=[CH:13][CH:12]=2)=[O:17])=[CH:7][CH:8]=1. The catalyst class is: 52. (2) Reactant: [Na:1].[OH:2][C:3]1[CH:8]=[CH:7][C:6]([S:9]([OH:12])(=[O:11])=[O:10])=[CH:5][CH:4]=1.[OH-].[Na+].[CH2:15](Br)[CH2:16][CH2:17][CH3:18]. Product: [Na:1].[CH2:15]([O:2][C:3]1[CH:8]=[CH:7][C:6]([S:9]([OH:12])(=[O:10])=[O:11])=[CH:5][CH:4]=1)[CH2:16][CH2:17][CH3:18]. The catalyst class is: 41. (3) Reactant: [CH3:1][C@@H:2]1[CH2:7][CH:6]([CH:8]=O)[CH2:5][C@H:4]([CH3:10])[O:3]1.[Br:11][C:12]1[N:17]=[C:16]([NH2:18])[CH:15]=[CH:14][CH:13]=1.C(O[BH-](OC(=O)C)OC(=O)C)(=O)C.[Na+].C(O)(=O)C. Product: [Br:11][C:12]1[N:17]=[C:16]([NH:18][CH2:8][CH:6]2[CH2:7][C@H:2]([CH3:1])[O:3][C@H:4]([CH3:10])[CH2:5]2)[CH:15]=[CH:14][CH:13]=1. The catalyst class is: 124.